From a dataset of Catalyst prediction with 721,799 reactions and 888 catalyst types from USPTO. Predict which catalyst facilitates the given reaction. (1) Reactant: [H-].[Na+].Br[CH2:4][C:5]1[C:14]2[C:9](=[CH:10][CH:11]=[CH:12][CH:13]=2)[NH:8][C:7](=[O:15])[CH:6]=1.[CH3:16][NH:17][C:18]([C:20]1[O:21][CH:22]=[CH:23][CH:24]=1)=[O:19]. Product: [CH3:16][N:17]([CH2:4][C:5]1[C:14]2[C:9](=[CH:10][CH:11]=[CH:12][CH:13]=2)[NH:8][C:7](=[O:15])[CH:6]=1)[C:18]([C:20]1[O:21][CH:22]=[CH:23][CH:24]=1)=[O:19]. The catalyst class is: 3. (2) Reactant: [Cl:1][C:2]1[CH:7]=[C:6]([O:8][CH2:9][C:10]2([CH2:14][OH:15])[CH2:13][O:12][CH2:11]2)[CH:5]=[CH:4][C:3]=1[C:16]1[CH:21]=[CH:20][CH:19]=[C:18]([CH2:22][O:23][C:24]2[CH:29]=[CH:28][C:27]([C:30]3([CH2:34][C:35]([O:37]CC)=[O:36])[CH2:33][O:32][CH2:31]3)=[CH:26][CH:25]=2)[CH:17]=1.O.[OH-].[Li+]. Product: [Cl:1][C:2]1[CH:7]=[C:6]([O:8][CH2:9][C:10]2([CH2:14][OH:15])[CH2:13][O:12][CH2:11]2)[CH:5]=[CH:4][C:3]=1[C:16]1[CH:21]=[CH:20][CH:19]=[C:18]([CH2:22][O:23][C:24]2[CH:29]=[CH:28][C:27]([C:30]3([CH2:34][C:35]([OH:37])=[O:36])[CH2:31][O:32][CH2:33]3)=[CH:26][CH:25]=2)[CH:17]=1. The catalyst class is: 36.